This data is from Full USPTO retrosynthesis dataset with 1.9M reactions from patents (1976-2016). The task is: Predict the reactants needed to synthesize the given product. (1) The reactants are: [CH:1]1([C:4]2[C:5]([O:15][CH2:16][CH:17]3[CH2:22][CH2:21][N:20](CC4N=C(C)SC=4)[CH2:19][CH2:18]3)=[CH:6][C:7]([F:14])=[C:8]([CH:13]=2)[C:9]([O:11]C)=[O:10])[CH2:3][CH2:2]1.C(OOCC1CCN([CH2:47][C:48]2[CH:53]=[C:52]([F:54])[CH:51]=[CH:50][C:49]=2[NH:55][CH:56]([CH3:58])[CH3:57])CC1)(=O)C1C=CC=CC=1. Given the product [CH:1]1([C:4]2[C:5]([O:15][CH2:16][CH:17]3[CH2:22][CH2:21][N:20]([CH2:47][C:48]4[CH:53]=[C:52]([F:54])[CH:51]=[CH:50][C:49]=4[NH:55][CH:56]([CH3:58])[CH3:57])[CH2:19][CH2:18]3)=[CH:6][C:7]([F:14])=[C:8]([CH:13]=2)[C:9]([OH:11])=[O:10])[CH2:3][CH2:2]1, predict the reactants needed to synthesize it. (2) Given the product [CH3:35][C:28]1[CH:29]=[C:30]([CH2:33][O:9][CH:7]([C:6]2[O:5][C:4]([C:10]3[CH:15]=[CH:14][C:13]([C:16]([F:19])([F:18])[F:17])=[CH:12][CH:11]=3)=[N:3][C:2]=2[CH3:1])[CH3:8])[CH:31]=[CH:32][C:27]=1[CH2:26][CH2:25][C:24]([OH:36])=[O:23], predict the reactants needed to synthesize it. The reactants are: [CH3:1][C:2]1[N:3]=[C:4]([C:10]2[CH:15]=[CH:14][C:13]([C:16]([F:19])([F:18])[F:17])=[CH:12][CH:11]=2)[O:5][C:6]=1[CH:7]([OH:9])[CH3:8].[H-].[Na+].C[O:23][C:24](=[O:36])[CH2:25][CH2:26][C:27]1[CH:32]=[CH:31][C:30]([CH2:33]I)=[CH:29][C:28]=1[CH3:35].Cl. (3) Given the product [CH3:53][N:54]([CH3:73])[C:55](=[O:72])[O:56][C:57]1[CH:58]=[CH:59][CH:60]=[C:61]([C:27]2[N:26]=[C:25]([NH:8][C:9]3[CH:10]=[C:11]4[C:15](=[CH:16][CH:17]=3)[NH:14][N:13]=[CH:12]4)[CH:30]=[CH:29][N:28]=2)[CH:62]=1, predict the reactants needed to synthesize it. The reactants are: C(OC([N:8]([C:25]1[CH:30]=[CH:29][N:28]=[C:27](Cl)[N:26]=1)[C:9]1[CH:10]=[C:11]2[C:15](=[CH:16][CH:17]=1)[N:14](C(OC(C)(C)C)=O)[N:13]=[CH:12]2)=O)(C)(C)C.C([O-])([O-])=O.[Na+].[Na+].CC(OC(OC(OC(C)(C)C)=O)=O)(C)C.[CH3:53][N:54]([CH3:73])[C:55](=[O:72])[O:56][C:57]1[CH:62]=[CH:61][CH:60]=[C:59](B2OC(C)(C)C(C)(C)O2)[CH:58]=1. (4) Given the product [CH2:11]([C:13]1[CH:20]=[CH:19][C:16]([C:17]#[N:18])=[CH:15][CH:14]=1)[CH2:10][CH2:9][CH2:8][CH2:7][CH2:6][CH2:5][CH2:4][CH2:3][CH2:2][CH3:1], predict the reactants needed to synthesize it. The reactants are: [CH2:1]=[CH:2][CH2:3][CH2:4][CH2:5][CH2:6][CH2:7][CH2:8][CH2:9][CH2:10][CH3:11].Br[C:13]1[CH:20]=[CH:19][C:16]([C:17]#[N:18])=[CH:15][CH:14]=1. (5) Given the product [Br:1][C:2]1[CH:7]=[CH:6][CH:5]=[C:4]([CH2:8][CH:10]2[CH2:13][CH2:12][CH2:11]2)[CH:3]=1, predict the reactants needed to synthesize it. The reactants are: [Br:1][C:2]1[CH:7]=[CH:6][CH:5]=[C:4]([CH2:8]Br)[CH:3]=1.[CH:10]1([Mg]Br)[CH2:13][CH2:12][CH2:11]1. (6) Given the product [CH2:45]([N:52]1[CH2:57][CH2:56][CH:55]([NH:58][C:37]([NH:20][C:19]2[CH:21]=[CH:22][C:16]([O:15][C:6]3[C:5]4[C:10](=[CH:11][C:12]([O:13][CH3:14])=[C:3]([O:2][CH3:1])[CH:4]=4)[N:9]=[CH:8][N:7]=3)=[CH:17][C:18]=2[N+:23]([O-:25])=[O:24])=[O:43])[CH2:54][CH2:53]1)[C:46]1[CH:47]=[CH:48][CH:49]=[CH:50][CH:51]=1, predict the reactants needed to synthesize it. The reactants are: [CH3:1][O:2][C:3]1[CH:4]=[C:5]2[C:10](=[CH:11][C:12]=1[O:13][CH3:14])[N:9]=[CH:8][N:7]=[C:6]2[O:15][C:16]1[CH:22]=[CH:21][C:19]([NH2:20])=[C:18]([N+:23]([O-:25])=[O:24])[CH:17]=1.C(N(CC)CC)C.ClC(Cl)(O[C:37](=[O:43])OC(Cl)(Cl)Cl)Cl.[CH2:45]([N:52]1[CH2:57][CH2:56][CH:55]([NH2:58])[CH2:54][CH2:53]1)[C:46]1[CH:51]=[CH:50][CH:49]=[CH:48][CH:47]=1. (7) Given the product [Cl:20][C:21]1[CH:22]=[CH:23][C:24]([CH2:33][NH:34][C:35](=[O:40])[C:36]([CH3:39])([CH3:38])[CH3:37])=[C:25]([F:32])[C:26]=1[C:27]1[NH:29][C:30](=[O:31])[N:9]([C:6]2[CH:7]=[CH:8][C:3]([C:2]([F:1])([F:19])[F:18])=[CH:4][CH:5]=2)[N:10]=1, predict the reactants needed to synthesize it. The reactants are: [F:1][C:2]([F:19])([F:18])[C:3]1[CH:8]=[CH:7][C:6]([NH:9][NH:10]C(OC(C)(C)C)=O)=[CH:5][CH:4]=1.[Cl:20][C:21]1[C:26]([C:27]([N:29]=[C:30]=[O:31])=O)=[C:25]([F:32])[C:24]([CH2:33][NH:34][C:35](=[O:40])[C:36]([CH3:39])([CH3:38])[CH3:37])=[CH:23][CH:22]=1.C(O)(C(F)(F)F)=O. (8) The reactants are: C(OC([N:8]1[CH2:13][CH2:12][CH:11]([O:14][CH2:15][C:16]2[N:20]=[C:19]([C:21]3[O:29][C:28]4[CH:27]=[CH:26][N:25]=[C:24]([Cl:30])[C:23]=4[CH:22]=3)[O:18][N:17]=2)[CH2:10][CH2:9]1)=O)(C)(C)C.O.C(O)(C(F)(F)F)=O. Given the product [Cl:30][C:24]1[C:23]2[CH:22]=[C:21]([C:19]3[O:18][N:17]=[C:16]([CH2:15][O:14][CH:11]4[CH2:10][CH2:9][NH:8][CH2:13][CH2:12]4)[N:20]=3)[O:29][C:28]=2[CH:27]=[CH:26][N:25]=1, predict the reactants needed to synthesize it.